This data is from Full USPTO retrosynthesis dataset with 1.9M reactions from patents (1976-2016). The task is: Predict the reactants needed to synthesize the given product. (1) Given the product [Cl:1][C:2]1[N:11]=[C:10]([N:14]([CH2:15][CH:16]([C:17]2[CH:22]=[CH:21][CH:20]=[CH:19][CH:18]=2)[C:23]2[CH:28]=[CH:27][CH:26]=[CH:25][CH:24]=2)[CH3:13])[C:9]2[C:4](=[CH:5][CH:6]=[CH:7][CH:8]=2)[N:3]=1, predict the reactants needed to synthesize it. The reactants are: [Cl:1][C:2]1[N:11]=[C:10](Cl)[C:9]2[C:4](=[CH:5][CH:6]=[CH:7][CH:8]=2)[N:3]=1.[CH3:13][NH:14][CH2:15][CH:16]([C:23]1[CH:28]=[CH:27][CH:26]=[CH:25][CH:24]=1)[C:17]1[CH:22]=[CH:21][CH:20]=[CH:19][CH:18]=1.C(N(CC)CC)C. (2) Given the product [C:2]([NH:5][CH2:6][C:7]1[CH:8]=[CH:9][C:10]([C:13]2[CH:22]=[C:21]([C:23]([NH:25][CH2:26][C@H:27]3[CH2:32][CH2:31][C@H:30]([CH2:33][NH:34][C:35](=[O:41])[O:36][C:37]([CH3:39])([CH3:38])[CH3:40])[CH2:29][CH2:28]3)=[O:24])[C:20]3[C:15](=[CH:16][CH:17]=[CH:18][CH:19]=3)[N:14]=2)=[CH:11][CH:12]=1)(=[O:1])[NH2:3], predict the reactants needed to synthesize it. The reactants are: [O-:1][C:2]#[N:3].[K+].[NH2:5][CH2:6][C:7]1[CH:12]=[CH:11][C:10]([C:13]2[CH:22]=[C:21]([C:23]([NH:25][CH2:26][C@H:27]3[CH2:32][CH2:31][C@H:30]([CH2:33][NH:34][C:35](=[O:41])[O:36][C:37]([CH3:40])([CH3:39])[CH3:38])[CH2:29][CH2:28]3)=[O:24])[C:20]3[C:15](=[CH:16][CH:17]=[CH:18][CH:19]=3)[N:14]=2)=[CH:9][CH:8]=1.O. (3) Given the product [CH:20]1([C:18]([C:12]2[CH:13]=[C:14]([CH3:17])[CH:15]=[CH:16][C:11]=2[NH:10][C:8]([NH:7][C:5]2[S:6][C:2]([S:25][C:26]3[N:31]=[CH:30][CH:29]=[CH:28][N:27]=3)=[CH:3][N:4]=2)=[O:9])=[O:19])[CH2:24][CH2:23][CH2:22][CH2:21]1, predict the reactants needed to synthesize it. The reactants are: Br[C:2]1[S:6][C:5]([NH:7][C:8]([NH:10][C:11]2[CH:16]=[CH:15][C:14]([CH3:17])=[CH:13][C:12]=2[C:18]([CH:20]2[CH2:24][CH2:23][CH2:22][CH2:21]2)=[O:19])=[O:9])=[N:4][CH:3]=1.[SH:25][C:26]1[N:31]=[CH:30][CH:29]=[CH:28][N:27]=1. (4) Given the product [Cl:1][C:2]1[CH:3]=[C:4]([N:12]([CH2:30][CH3:31])[C@H:13]2[CH2:14][CH2:15][C@H:16]([N:19]([CH2:21][C:22]3[CH:27]=[CH:26][CH:25]=[C:24]([O:28][CH3:29])[CH:23]=3)[CH3:20])[CH2:17][CH2:18]2)[C:5]([CH3:11])=[C:6]([CH:10]=1)[C:7]([NH:42][CH2:41][C:40]1[C:39](=[O:74])[CH:43]=[C:35]([CH3:36])[NH:34][C:37]=1[CH3:38])=[O:9], predict the reactants needed to synthesize it. The reactants are: [Cl:1][C:2]1[CH:3]=[C:4]([N:12]([CH2:30][CH3:31])[C@H:13]2[CH2:18][CH2:17][C@H:16]([N:19]([CH2:21][C:22]3[CH:27]=[CH:26][CH:25]=[C:24]([O:28][CH3:29])[CH:23]=3)[CH3:20])[CH2:15][CH2:14]2)[C:5]([CH3:11])=[C:6]([CH:10]=1)[C:7]([OH:9])=O.C([N:34]([CH2:37][CH3:38])[CH2:35][CH3:36])C.[CH2:39]1[CH2:43][N:42]([P+](ON2N=NC3C=CC=CC2=3)([N:42]2[CH2:43][CH2:39][CH2:40][CH2:41]2)[N:42]2[CH2:43][CH2:39][CH2:40][CH2:41]2)[CH2:41][CH2:40]1.F[P-](F)(F)(F)(F)F.CS(C)=[O:74]. (5) Given the product [CH2:6]([O:22][C:11]1[C:10]([C:8](=[O:9])[NH:7][CH2:6][C:5]2[CH:23]=[CH:24][C:2]([F:1])=[CH:3][CH:4]=2)=[CH:15][N:14]=[C:13]([C:16]([OH:18])=[O:17])[C:12]=1[O:20][CH3:21])[C:5]1[CH:23]=[CH:24][CH:2]=[CH:3][CH:4]=1, predict the reactants needed to synthesize it. The reactants are: [F:1][C:2]1[CH:24]=[CH:23][C:5]([CH2:6][NH:7][C:8]([C:10]2[C:11](=[O:22])[C:12]([O:20][CH3:21])=[C:13]([C:16]([O:18]C)=[O:17])[NH:14][CH:15]=2)=[O:9])=[CH:4][CH:3]=1.[OH-].[Na+].Cl.